This data is from Reaction yield outcomes from USPTO patents with 853,638 reactions. The task is: Predict the reaction yield, written as a fraction of the theoretical maximum amount of product (1.0 means a 100% yield; for example, 0.34 means a 34% yield). (1) The reactants are [F:1][C:2]1[C:3]([C:22]([F:25])([F:24])[F:23])=[C:4]([C:9]2[CH2:14][CH2:13][N:12]([C:15]([O:17][C:18]([CH3:21])([CH3:20])[CH3:19])=[O:16])[CH2:11][CH:10]=2)[CH:5]=[CH:6][C:7]=1[F:8]. The catalyst is CCO.[Pd]. The product is [F:1][C:2]1[C:3]([C:22]([F:24])([F:25])[F:23])=[C:4]([CH:9]2[CH2:14][CH2:13][N:12]([C:15]([O:17][C:18]([CH3:21])([CH3:20])[CH3:19])=[O:16])[CH2:11][CH2:10]2)[CH:5]=[CH:6][C:7]=1[F:8]. The yield is 0.970. (2) The reactants are [H-].[H-].[H-].[H-].[Li+].[Al+3].[N:7]([C@@H:10]([C@@H:26]([CH2:32][CH3:33])[CH2:27][C:28]([F:31])([F:30])[F:29])[C:11](N1[C@H](CC2C=CC=CC=2)COC1=O)=[O:12])=[N+]=[N-]. The catalyst is C1COCC1. The product is [NH2:7][C@@H:10]([C@@H:26]([CH2:32][CH3:33])[CH2:27][C:28]([F:29])([F:30])[F:31])[CH2:11][OH:12]. The yield is 0.980.